Dataset: CYP2C19 inhibition data for predicting drug metabolism from PubChem BioAssay. Task: Regression/Classification. Given a drug SMILES string, predict its absorption, distribution, metabolism, or excretion properties. Task type varies by dataset: regression for continuous measurements (e.g., permeability, clearance, half-life) or binary classification for categorical outcomes (e.g., BBB penetration, CYP inhibition). Dataset: cyp2c19_veith. (1) The result is 0 (non-inhibitor). The molecule is CN[C@H](CC(=O)O)C(=O)O. (2) The molecule is CN1CCN(c2ncc3nc(-c4ccc(Cl)cc4)c(=O)n(Cc4cccs4)c3n2)CC1. The result is 0 (non-inhibitor). (3) The drug is O=C(NC1(C(F)(F)F)NC(=O)N(Cc2cccnc2)C1=O)c1ccccc1. The result is 1 (inhibitor). (4) The drug is Cc1ccc(NC(=O)c2cc(Cl)nc3ccccc23)cc1. The result is 1 (inhibitor).